From a dataset of Forward reaction prediction with 1.9M reactions from USPTO patents (1976-2016). Predict the product of the given reaction. (1) Given the reactants C(N(CC)CC)C.[F:8][C:9]1[CH:17]=[C:16]2[C:12]([C:13]([CH:25]=[O:26])=[CH:14][N:15]2C(OC(C)(C)C)=O)=[CH:11][CH:10]=1.[CH3:27][O:28][C:29]1[CH:30]=[C:31]([CH:40]=[CH:41][CH:42]=1)[N:32]=[CH:33][C:34]1[CH:35]=[N:36][CH:37]=[CH:38][CH:39]=1, predict the reaction product. The product is: [F:8][C:9]1[CH:17]=[C:16]2[C:12]([C:13]([C:25](=[O:26])[CH:33]([NH:32][C:31]3[CH:40]=[CH:41][CH:42]=[C:29]([O:28][CH3:27])[CH:30]=3)[C:34]3[CH:35]=[N:36][CH:37]=[CH:38][CH:39]=3)=[CH:14][NH:15]2)=[CH:11][CH:10]=1. (2) The product is: [Cl:1][C:2]1[CH:3]=[CH:4][C:5]([C:28]([F:30])([F:29])[F:31])=[C:6]([C:8]2[CH:13]=[CH:12][N:11]([CH:14]([CH2:20][C:21]3[CH:26]=[CH:25][CH:24]=[CH:23][N:22]=3)[C:15]([OH:17])=[O:16])[C:10](=[O:27])[CH:9]=2)[CH:7]=1. Given the reactants [Cl:1][C:2]1[CH:3]=[CH:4][C:5]([C:28]([F:31])([F:30])[F:29])=[C:6]([C:8]2[CH:13]=[CH:12][N:11]([CH:14]([CH2:20][C:21]3[CH:26]=[CH:25][CH:24]=[CH:23][N:22]=3)[C:15]([O:17]CC)=[O:16])[C:10](=[O:27])[CH:9]=2)[CH:7]=1.[OH-].[Li+], predict the reaction product. (3) Given the reactants [C:1]([C:3]1[CH:22]=[CH:21][C:6]([C:7]([N:9]([CH3:20])[C:10]2[CH:15]=[CH:14][C:13]([C:16]([F:19])([F:18])[F:17])=[CH:12][CH:11]=2)=[O:8])=[CH:5][C:4]=1[CH3:23])#[N:2].[BH4-].[Na+].[NH4+].[Cl-], predict the reaction product. The product is: [NH2:2][CH2:1][C:3]1[CH:22]=[CH:21][C:6]([C:7]([N:9]([CH3:20])[C:10]2[CH:11]=[CH:12][C:13]([C:16]([F:17])([F:18])[F:19])=[CH:14][CH:15]=2)=[O:8])=[CH:5][C:4]=1[CH3:23]. (4) Given the reactants [CH:1]([S:4]([C:7]1[CH:12]=[CH:11][C:10]([C:13]2[N:14]=[C:15]([CH:20]=[CH2:21])[C:16]([NH2:19])=[N:17][CH:18]=2)=[CH:9][CH:8]=1)(=[O:6])=[O:5])([CH3:3])[CH3:2].[OH:22]/[N:23]=[C:24](\Cl)/[C:25]1[CH:30]=[CH:29][CH:28]=[CH:27][CH:26]=1, predict the reaction product. The product is: [CH:1]([S:4]([C:7]1[CH:12]=[CH:11][C:10]([C:13]2[N:14]=[C:15]([CH:20]3[O:22][N:23]=[C:24]([C:25]4[CH:30]=[CH:29][CH:28]=[CH:27][CH:26]=4)[CH2:21]3)[C:16]([NH2:19])=[N:17][CH:18]=2)=[CH:9][CH:8]=1)(=[O:5])=[O:6])([CH3:3])[CH3:2].